Dataset: Peptide-MHC class I binding affinity with 185,985 pairs from IEDB/IMGT. Task: Regression. Given a peptide amino acid sequence and an MHC pseudo amino acid sequence, predict their binding affinity value. This is MHC class I binding data. (1) The peptide sequence is HPFIYVIRHV. The MHC is HLA-B07:02 with pseudo-sequence HLA-B07:02. The binding affinity (normalized) is 0.134. (2) The peptide sequence is GIGGFINTK. The MHC is Mamu-A20102 with pseudo-sequence Mamu-A20102. The binding affinity (normalized) is 0.00524. (3) The peptide sequence is FPTSCHMF. The MHC is HLA-B27:05 with pseudo-sequence HLA-B27:05. The binding affinity (normalized) is 0. (4) The peptide sequence is LTSVDIETAI. The MHC is HLA-A02:02 with pseudo-sequence HLA-A02:02. The binding affinity (normalized) is 0.424. (5) The peptide sequence is LVVDFSQFSR. The MHC is HLA-A02:06 with pseudo-sequence HLA-A02:06. The binding affinity (normalized) is 0.0625. (6) The binding affinity (normalized) is 0.0851. The MHC is Mamu-A2201 with pseudo-sequence Mamu-A2201. The peptide sequence is HVLEPFRKAN.